This data is from Forward reaction prediction with 1.9M reactions from USPTO patents (1976-2016). The task is: Predict the product of the given reaction. (1) Given the reactants [CH3:1][S:2]([C:5]1[CH:10]=[CH:9][C:8]([C:11]2[N:16]3[N:17]=[C:18]([NH2:20])[N:19]=[C:15]3[CH:14]=[N:13][CH:12]=2)=[CH:7][CH:6]=1)(=[O:4])=[O:3].Br[C:22]1[CH:23]=[C:24]([N:28]2[CH2:33][CH2:32][N:31]([CH3:34])[CH2:30][CH2:29]2)[CH:25]=[N:26][CH:27]=1, predict the reaction product. The product is: [CH3:1][S:2]([C:5]1[CH:6]=[CH:7][C:8]([C:11]2[N:16]3[N:17]=[C:18]([NH:20][C:22]4[CH:27]=[N:26][CH:25]=[C:24]([N:28]5[CH2:33][CH2:32][N:31]([CH3:34])[CH2:30][CH2:29]5)[CH:23]=4)[N:19]=[C:15]3[CH:14]=[N:13][CH:12]=2)=[CH:9][CH:10]=1)(=[O:3])=[O:4]. (2) Given the reactants [CH2:1]([NH:5][C:6](=[O:45])[C:7](=[CH2:44])[CH2:8][C@H:9]([OH:43])[C@@H:10]([NH:35][C:36]([O:38][C:39]([CH3:42])([CH3:41])[CH3:40])=[O:37])[CH2:11][C@@H:12]([CH:32]([CH3:34])[CH3:33])[CH2:13][C:14]1[CH:19]=[CH:18][C:17]([C:20]([CH3:23])([CH3:22])[CH3:21])=[C:16]([O:24]CC2C=CC=CC=2)[CH:15]=1)[CH2:2][CH2:3][CH3:4].CCN(CC)CC, predict the reaction product. The product is: [CH2:1]([NH:5][C:6](=[O:45])[C@H:7]([CH3:44])[CH2:8][C@H:9]([OH:43])[C@@H:10]([NH:35][C:36]([O:38][C:39]([CH3:40])([CH3:42])[CH3:41])=[O:37])[CH2:11][C@@H:12]([CH:32]([CH3:33])[CH3:34])[CH2:13][C:14]1[CH:19]=[CH:18][C:17]([C:20]([CH3:23])([CH3:22])[CH3:21])=[C:16]([OH:24])[CH:15]=1)[CH2:2][CH2:3][CH3:4]. (3) The product is: [F:29][C:5]([F:28])([CH2:6][N:7]1[CH2:12][CH2:11][O:10][CH:9]([C:13]2[CH:18]=[CH:17][C:16]([O:19][CH2:20][CH2:21][CH2:22][CH2:23][CH2:24][CH2:25][CH2:26][CH3:27])=[CH:15][CH:14]=2)[CH2:8]1)[C:4]([OH:30])=[O:3].[CH2:6]([NH+:7]([CH2:12][CH3:11])[CH2:8][CH3:9])[CH3:5].[F:29][C:5]([F:28])([CH2:6][N:7]1[CH2:12][CH2:11][O:10][CH:9]([C:13]2[CH:18]=[CH:17][C:16]([O:19][CH2:20][CH2:21][CH2:22][CH2:23][CH2:24][CH2:25][CH2:26][CH3:27])=[CH:15][CH:14]=2)[CH2:8]1)[C:4]([O-:30])=[O:3]. Given the reactants C([O:3][C:4](=[O:30])[C:5]([F:29])([F:28])[CH2:6][N:7]1[CH2:12][CH2:11][O:10][CH:9]([C:13]2[CH:18]=[CH:17][C:16]([O:19][CH2:20][CH2:21][CH2:22][CH2:23][CH2:24][CH2:25][CH2:26][CH3:27])=[CH:15][CH:14]=2)[CH2:8]1)C.[OH-].[Li+], predict the reaction product. (4) Given the reactants [C:1]([O:5][C:6]([N:8]1[CH2:13][CH:12]=[C:11]([C:14]2[NH:23][C:17]3[N:18]=[CH:19][N:20]=[C:21](Cl)[C:16]=3[CH:15]=2)[CH2:10][CH2:9]1)=[O:7])([CH3:4])([CH3:3])[CH3:2].[NH2:24][C:25]1[CH:26]=[N:27][N:28]([CH2:30][CH2:31][C:32]2[CH:37]=[CH:36][CH:35]=[CH:34][CH:33]=2)[CH:29]=1, predict the reaction product. The product is: [C:1]([O:5][C:6]([N:8]1[CH2:13][CH:12]=[C:11]([C:14]2[NH:23][C:17]3[N:18]=[CH:19][N:20]=[C:21]([NH:24][C:25]4[CH:26]=[N:27][N:28]([CH2:30][CH2:31][C:32]5[CH:37]=[CH:36][CH:35]=[CH:34][CH:33]=5)[CH:29]=4)[C:16]=3[CH:15]=2)[CH2:10][CH2:9]1)=[O:7])([CH3:4])([CH3:3])[CH3:2]. (5) Given the reactants [OH:1][C:2]1C=C2C(C=CN2)=[CH:4][CH:3]=1.C(O[C:15]1[CH:16]=[C:17]2[C:21](=[CH:22][CH:23]=1)[N:20]([C:24]([NH2:26])=[O:25])[CH:19]=[C:18]2[N:27]=[C:28]=[O:29])C=C, predict the reaction product. The product is: [CH2:2]([O:1][C:23]1[CH:22]=[C:21]2[C:17]([C:18]([N:27]=[C:28]=[O:29])=[CH:19][N:20]2[C:24]([NH2:26])=[O:25])=[CH:16][CH:15]=1)[CH:3]=[CH2:4]. (6) Given the reactants [Cl:1][C:2]1[CH:7]=[C:6]([OH:8])[CH:5]=[CH:4][C:3]=1[CH:9]([CH3:26])[C:10]([C:16]1[CH:23]=[C:22]([CH3:24])[C:19]([C:20]#[N:21])=[C:18]([CH3:25])[CH:17]=1)([OH:15])[C:11]([F:14])([F:13])[F:12].[Cl:27][C:28]1[CH:29]=[C:30](B(O)O)[CH:31]=[CH:32][C:33]=1[C:34]([O:36][CH3:37])=[O:35], predict the reaction product. The product is: [CH3:37][O:36][C:34](=[O:35])[C:33]1[CH:32]=[CH:31][C:30]([O:8][C:6]2[CH:5]=[CH:4][C:3]([CH:9]([CH3:26])[C:10]([C:16]3[CH:17]=[C:18]([CH3:25])[C:19]([C:20]#[N:21])=[C:22]([CH3:24])[CH:23]=3)([OH:15])[C:11]([F:14])([F:12])[F:13])=[C:2]([Cl:1])[CH:7]=2)=[CH:29][C:28]=1[Cl:27]. (7) Given the reactants [CH2:1]([C:3]1[C:8]([O:9][C:10]2[C:11]([NH:23][C:24]3[S:28][N:27]=[C:26]([C@H:29]4[C@H:33]([CH2:34][O:35][CH3:36])[O:32]C5(CCCCC5)[O:30]4)[N:25]=3)=[N:12][CH:13]=[C:14]([S:16][C:17]3[CH:22]=[CH:21][CH:20]=[CH:19][N:18]=3)[CH:15]=2)=[CH:7][CH:6]=[CH:5][N:4]=1)[CH3:2].[ClH:42], predict the reaction product. The product is: [ClH:42].[CH2:1]([C:3]1[C:8]([O:9][C:10]2[C:11]([NH:23][C:24]3[S:28][N:27]=[C:26]([C@H:29]([OH:30])[C@@H:33]([OH:32])[CH2:34][O:35][CH3:36])[N:25]=3)=[N:12][CH:13]=[C:14]([S:16][C:17]3[CH:22]=[CH:21][CH:20]=[CH:19][N:18]=3)[CH:15]=2)=[CH:7][CH:6]=[CH:5][N:4]=1)[CH3:2].